This data is from Reaction yield outcomes from USPTO patents with 853,638 reactions. The task is: Predict the reaction yield, written as a fraction of the theoretical maximum amount of product (1.0 means a 100% yield; for example, 0.34 means a 34% yield). (1) The reactants are C(O[C:4]([CH:6]1[O:10][C:9](=[O:11])[N:8]([C:12]2[CH:17]=[CH:16][C:15]([N:18]3[CH:23]=[CH:22][C:21](=[O:24])[CH2:20][CH2:19]3)=[C:14]([F:25])[CH:13]=2)[CH2:7]1)=[O:5])C.[CH2:26]([NH2:28])[CH3:27]. The product is [CH2:26]([NH:28][C:4]([C@@H:6]1[O:10][C:9](=[O:11])[N:8]([C:12]2[CH:17]=[CH:16][C:15]([N:18]3[CH:23]=[CH:22][C:21](=[O:24])[CH2:20][CH2:19]3)=[C:14]([F:25])[CH:13]=2)[CH2:7]1)=[O:5])[CH3:27]. The catalyst is CO. The yield is 0.930. (2) The reactants are [NH2:1][C:2]1[CH:7]=[CH:6][C:5]([C:8]2[CH:13]=[CH:12][C:11]([CH:14]([N:22]([CH3:39])[C:23](=[O:38])[CH2:24][N:25]3[C:30]4[CH:31]=[C:32]([Cl:36])[C:33]([Cl:35])=[CH:34][C:29]=4[O:28][CH2:27][C:26]3=[O:37])[CH2:15][N:16]3[CH2:21][CH2:20][O:19][CH2:18][CH2:17]3)=[CH:10][CH:9]=2)=[CH:4][CH:3]=1.[N:40]([CH2:43][CH3:44])=[C:41]=[O:42].C(N(CC)CC)C. The catalyst is ClCCl. The product is [Cl:36][C:32]1[C:33]([Cl:35])=[CH:34][C:29]2[O:28][CH2:27][C:26](=[O:37])[N:25]([CH2:24][C:23]([N:22]([CH:14]([C:11]3[CH:12]=[CH:13][C:8]([C:5]4[CH:4]=[CH:3][C:2]([NH:1][C:41]([NH:40][CH2:43][CH3:44])=[O:42])=[CH:7][CH:6]=4)=[CH:9][CH:10]=3)[CH2:15][N:16]3[CH2:17][CH2:18][O:19][CH2:20][CH2:21]3)[CH3:39])=[O:38])[C:30]=2[CH:31]=1. The yield is 0.700. (3) The reactants are [Cl:1][C:2]1[CH:7]=[CH:6][CH:5]=[CH:4][C:3]=1[NH:8][C:9]1[C:10]([C:19]([OH:21])=[O:20])=[CH:11][C:12]2[O:16][CH:15]=[N:14][C:13]=2[C:17]=1[F:18].C1C(=O)N([Br:29])C(=O)C1. The catalyst is CN(C=O)C. The product is [Br:29][C:6]1[CH:5]=[CH:4][C:3]([NH:8][C:9]2[C:10]([C:19]([OH:21])=[O:20])=[CH:11][C:12]3[O:16][CH:15]=[N:14][C:13]=3[C:17]=2[F:18])=[C:2]([Cl:1])[CH:7]=1. The yield is 0.699. (4) The reactants are [CH2:1]([N:3]1[C:7]([C:8]([OH:10])=O)=[CH:6][CH:5]=[N:4]1)[CH3:2].O1CCCC1.S(Cl)(Cl)=O.[NH2:20][C:21]1[CH:22]=[C:23]([CH:40]=[CH:41][C:42]=1[CH3:43])[O:24][C:25]1[CH:26]=[CH:27][C:28]2[N:29]([N:31]=[C:32]([NH:34][C:35]([CH:37]3[CH2:39][CH2:38]3)=[O:36])[N:33]=2)[CH:30]=1. The catalyst is CN(C)C=O.CN(C)C(=O)C. The yield is 0.580. The product is [CH:37]1([C:35]([NH:34][C:32]2[N:33]=[C:28]3[CH:27]=[CH:26][C:25]([O:24][C:23]4[CH:40]=[CH:41][C:42]([CH3:43])=[C:21]([NH:20][C:8]([C:7]5[N:3]([CH2:1][CH3:2])[N:4]=[CH:5][CH:6]=5)=[O:10])[CH:22]=4)=[CH:30][N:29]3[N:31]=2)=[O:36])[CH2:38][CH2:39]1. (5) The reactants are [H-].[Na+].[CH2:3]([O:5][C:6]([C:8]1[C:9](=[O:20])[NH:10][N:11]=[C:12]([CH2:15][C:16]([CH3:19])([CH3:18])[CH3:17])[C:13]=1[OH:14])=[O:7])[CH3:4].Br[CH2:22][CH2:23][CH:24]([CH3:26])[CH3:25].Cl. The product is [CH2:3]([O:5][C:6]([C:8]1[C:9](=[O:20])[N:10]([CH2:22][CH2:23][CH:24]([CH3:26])[CH3:25])[N:11]=[C:12]([CH2:15][C:16]([CH3:19])([CH3:18])[CH3:17])[C:13]=1[OH:14])=[O:7])[CH3:4]. The yield is 0.530. The catalyst is CN(C=O)C.